Dataset: Human liver microsome stability data. Task: Regression/Classification. Given a drug SMILES string, predict its absorption, distribution, metabolism, or excretion properties. Task type varies by dataset: regression for continuous measurements (e.g., permeability, clearance, half-life) or binary classification for categorical outcomes (e.g., BBB penetration, CYP inhibition). Dataset: hlm. (1) The molecule is CN(C)CCCNC(=O)c1ccc2c(c1)CC(c1nc3cc(-c4ccnc(N)n4)ccc3[nH]1)CO2. The result is 0 (unstable in human liver microsomes). (2) The molecule is CS(=O)(=O)Nc1ccc2c(c1)S(=O)(=O)C=C(c1c(O)c(-c3cccs3)nn(Cc3ccccc3)c1=O)N2. The result is 0 (unstable in human liver microsomes). (3) The compound is Nc1ncnc2c1c(Oc1cc(C(F)(F)F)ccn1)nn2[C@H]1C[C@H](F)C1. The result is 0 (unstable in human liver microsomes). (4) The compound is CCN1C(=O)CN(Cc2ccc(-c3cccc(CC4CCCCC4)n3)cc2)C1=O. The result is 0 (unstable in human liver microsomes). (5) The molecule is Cn1c(-c2ccccn2)c(C2CCCCC2)c2ccc(C(=O)NC(C)(C)C(=O)Nc3ccc(CCC(=O)O)cc3)cc21. The result is 0 (unstable in human liver microsomes). (6) The molecule is CCc1nc(N)nc(N)c1-c1ccc2c(c1)N(CCNC(C)=O)C(=O)C(C)(c1cc(F)ccc1F)O2. The result is 0 (unstable in human liver microsomes). (7) The compound is CCCOc1cc(NC(=O)C2(NC(=O)c3ccc4c(C5CCCC5)c(-c5ccccn5)n(C)c4c3)CCC2)ccc1C=CC(=O)O. The result is 0 (unstable in human liver microsomes). (8) The drug is CCCN(CCCNc1ccnc2cc(Cl)ccc12)CC1CC1. The result is 0 (unstable in human liver microsomes). (9) The compound is COc1ccc2[nH]c(SCC3CC3)nc2c1. The result is 1 (stable in human liver microsomes). (10) The molecule is CN(C)C[C@H]1CCCC[C@]1(O)c1cccc(O)c1. The result is 0 (unstable in human liver microsomes).